This data is from Full USPTO retrosynthesis dataset with 1.9M reactions from patents (1976-2016). The task is: Predict the reactants needed to synthesize the given product. (1) Given the product [CH2:6]([S:8]([C:11]1[CH:40]=[CH:39][C:14]([O:15][C:16]2[C:17]([CH:31]([OH:34])[C:32]([NH2:33])=[O:2])=[CH:18][C:19]3[N:23]=[C:22]([C:24]4[CH:29]=[CH:28][CH:27]=[CH:26][N:25]=4)[NH:21][C:20]=3[CH:30]=2)=[CH:13][CH:12]=1)(=[O:10])=[O:9])[CH3:7], predict the reactants needed to synthesize it. The reactants are: S(=O)(=O)(O)[OH:2].[CH2:6]([S:8]([C:11]1[CH:40]=[CH:39][C:14]([O:15][C:16]2[C:17]([CH:31]([O:34][Si](C)(C)C)[C:32]#[N:33])=[CH:18][C:19]3[N:23]=[C:22]([C:24]4[CH:29]=[CH:28][CH:27]=[CH:26][N:25]=4)[NH:21][C:20]=3[CH:30]=2)=[CH:13][CH:12]=1)(=[O:10])=[O:9])[CH3:7]. (2) Given the product [CH:1]1([CH2:6][C@H:7]([C:11]2[CH:16]=[CH:15][C:14]([S:17]([CH3:20])(=[O:19])=[O:18])=[CH:13][CH:12]=2)[C:8]([NH:35][C:32]2[CH:31]=[N:30][C:29]([S:28][CH3:27])=[CH:34][N:33]=2)=[O:10])[CH2:2][CH2:3][CH2:4][CH2:5]1, predict the reactants needed to synthesize it. The reactants are: [CH:1]1([CH2:6][C@H:7]([C:11]2[CH:16]=[CH:15][C:14]([S:17]([CH3:20])(=[O:19])=[O:18])=[CH:13][CH:12]=2)[C:8]([OH:10])=O)[CH2:5][CH2:4][CH2:3][CH2:2]1.C(Cl)(=O)C(Cl)=O.[CH3:27][S:28][C:29]1[N:30]=[CH:31][C:32]([NH2:35])=[N:33][CH:34]=1.N1C=CC=CC=1. (3) Given the product [NH2:1][C:2]1[C:24]([Cl:25])=[CH:23][C:5]([C:6]([NH:8][CH2:9][CH:10]2[O:15][CH2:14][CH2:13][N:12]([CH2:16][CH:17]3[CH2:18][CH2:19][N:20]([C:34](=[O:35])[NH2:33])[CH2:21][CH2:22]3)[CH2:11]2)=[O:7])=[C:4]([O:26][CH2:27][CH3:28])[CH:3]=1, predict the reactants needed to synthesize it. The reactants are: [NH2:1][C:2]1[C:24]([Cl:25])=[CH:23][C:5]([C:6]([NH:8][CH2:9][CH:10]2[O:15][CH2:14][CH2:13][N:12]([CH2:16][CH:17]3[CH2:22][CH2:21][NH:20][CH2:19][CH2:18]3)[CH2:11]2)=[O:7])=[C:4]([O:26][CH2:27][CH3:28])[CH:3]=1.C[Si]([N:33]=[C:34]=[O:35])(C)C. (4) Given the product [C:8]1([CH:6]([CH3:7])[CH2:5][C@H:2]2[CH2:3][O:4][C:15]([NH2:14])=[N:1]2)[CH:9]=[CH:10][CH:11]=[CH:12][CH:13]=1, predict the reactants needed to synthesize it. The reactants are: [NH2:1][C@@H:2]([CH2:5][CH:6]([C:8]1[CH:13]=[CH:12][CH:11]=[CH:10][CH:9]=1)[CH3:7])[CH2:3][OH:4].[N:14]#[C:15]Br.